From a dataset of Catalyst prediction with 721,799 reactions and 888 catalyst types from USPTO. Predict which catalyst facilitates the given reaction. (1) Reactant: I[C:2]1[CH:7]=[CH:6][C:5]([C:8]2[O:9][C:10]([C:13]3[N:14]([CH3:18])[CH:15]=[CH:16][CH:17]=3)=[N:11][N:12]=2)=[CH:4][CH:3]=1.[CH:19]1([NH:22][C:23](=[O:40])[C:24]2[CH:29]=[CH:28][C:27]([CH3:30])=[C:26](B3OC(C)(C)C(C)(C)O3)[CH:25]=2)[CH2:21][CH2:20]1.C(=O)([O-])[O-].[Na+].[Na+]. Product: [CH:19]1([NH:22][C:23]([C:24]2[CH:29]=[C:28]([C:2]3[CH:7]=[CH:6][C:5]([C:8]4[O:9][C:10]([C:13]5[N:14]([CH3:18])[CH:15]=[CH:16][CH:17]=5)=[N:11][N:12]=4)=[CH:4][CH:3]=3)[C:27]([CH3:30])=[CH:26][CH:25]=2)=[O:40])[CH2:20][CH2:21]1. The catalyst class is: 104. (2) Reactant: [C:1]([N:4]1[C:13]2[C:8](=[CH:9][C:10]([Br:14])=[CH:11][CH:12]=2)[C@H:7]([NH:15]C(=O)OCC2C=CC=CC=2)[C@@H:6]([CH3:26])[C@@H:5]1[CH2:27][CH3:28])(=[O:3])[CH3:2].[OH-].[K+].O.C(O)C. Product: [NH2:15][C@H:7]1[C:8]2[C:13](=[CH:12][CH:11]=[C:10]([Br:14])[CH:9]=2)[N:4]([C:1](=[O:3])[CH3:2])[C@@H:5]([CH2:27][CH3:28])[C@@H:6]1[CH3:26]. The catalyst class is: 2. (3) Reactant: [ClH:1].[CH2:2]([C:4]1[CH:5]=[N:6][C:7]([O:10][CH:11]2[CH2:16][CH2:15][N:14](C(OC(C)(C)C)=O)[CH2:13][CH2:12]2)=[N:8][CH:9]=1)[CH3:3]. Product: [ClH:1].[ClH:1].[CH2:2]([C:4]1[CH:9]=[N:8][C:7]([O:10][CH:11]2[CH2:16][CH2:15][NH:14][CH2:13][CH2:12]2)=[N:6][CH:5]=1)[CH3:3]. The catalyst class is: 8. (4) Reactant: [Cl:1][CH2:2][S:3]([C:5]1[C:14](=[O:15])[C:13]2[C:8](=[CH:9][C:10]([F:16])=[CH:11][CH:12]=2)[N:7]([CH3:17])[CH:6]=1)=[O:4].ClC1C=C(C=CC=1)C(OO)=[O:23]. Product: [Cl:1][CH2:2][S:3]([C:5]1[C:14](=[O:15])[C:13]2[C:8](=[CH:9][C:10]([F:16])=[CH:11][CH:12]=2)[N:7]([CH3:17])[CH:6]=1)(=[O:23])=[O:4]. The catalyst class is: 2. (5) Reactant: [CH3:1][C:2]1[CH:7]=[CH:6][N:5]=[CH:4][C:3]=1[N:8]1[CH2:12][CH2:11][NH:10][C:9]1=[O:13].Br[C:15]1[CH:16]=[C:17]2[CH:23]=[N:22][N:21]([CH2:24][O:25][CH2:26][CH2:27][Si:28]([CH3:31])([CH3:30])[CH3:29])[C:18]2=[N:19][CH:20]=1.N[C@@H]1CCCC[C@H]1N.P([O-])([O-])([O-])=O.[K+].[K+].[K+]. Product: [CH3:1][C:2]1[CH:7]=[CH:6][N:5]=[CH:4][C:3]=1[N:8]1[CH2:12][CH2:11][N:10]([C:15]2[CH:16]=[C:17]3[CH:23]=[N:22][N:21]([CH2:24][O:25][CH2:26][CH2:27][Si:28]([CH3:31])([CH3:30])[CH3:29])[C:18]3=[N:19][CH:20]=2)[C:9]1=[O:13]. The catalyst class is: 246. (6) Reactant: [CH3:1][C:2]1[CH:6]=[C:5]([C:7]2[CH:8]=[C:9]([C:16]([OH:18])=O)[C:10]3[N:11]([N:13]=[CH:14][N:15]=3)[CH:12]=2)[NH:4][N:3]=1.[NH2:19][C:20]1[CH:25]=[CH:24][C:23]([F:26])=[CH:22][N:21]=1.P(Cl)(Cl)(Cl)=O. Product: [F:26][C:23]1[CH:24]=[CH:25][C:20]([NH:19][C:16]([C:9]2[C:10]3[N:11]([N:13]=[CH:14][N:15]=3)[CH:12]=[C:7]([C:5]3[NH:4][N:3]=[C:2]([CH3:1])[CH:6]=3)[CH:8]=2)=[O:18])=[N:21][CH:22]=1. The catalyst class is: 17. (7) Product: [ClH:28].[NH:11]1[CH2:10][CH2:9][CH:8]([C:6]2[N:5]3[N:21]=[C:22]4[N:27]=[CH:26][CH:25]=[N:24][C:23]4=[C:4]3[NH:3][C:2](=[O:1])[CH:7]=2)[CH2:13][CH2:12]1. The catalyst class is: 71. Reactant: [O:1]=[C:2]1[CH:7]=[C:6]([CH:8]2[CH2:13][CH2:12][N:11](C(OC(C)(C)C)=O)[CH2:10][CH2:9]2)[N:5]2[N:21]=[C:22]3[N:27]=[CH:26][CH:25]=[N:24][C:23]3=[C:4]2[NH:3]1.[ClH:28].